This data is from Reaction yield outcomes from USPTO patents with 853,638 reactions. The task is: Predict the reaction yield, written as a fraction of the theoretical maximum amount of product (1.0 means a 100% yield; for example, 0.34 means a 34% yield). (1) The reactants are [CH3:1][C:2]1[CH:7]=[C:6]([C:8]([F:11])([F:10])[F:9])[C:5]([N+:12]([O-:14])=[O:13])=[CH:4][C:3]=1[N+:15]([O-:17])=[O:16].C[C:19]([N:21]([CH3:23])[CH3:22])=O. The catalyst is CN(C=O)C. The yield is 0.860. The product is [N+:15]([C:3]1[CH:4]=[C:5]([N+:12]([O-:14])=[O:13])[C:6]([C:8]([F:10])([F:11])[F:9])=[CH:7][C:2]=1/[CH:1]=[CH:19]/[N:21]([CH3:23])[CH3:22])([O-:17])=[O:16]. (2) The reactants are [F:1][C:2]1[CH:7]=[CH:6][C:5](/[CH:8]=[CH:9]/[C:10]2[CH:15]=[CH:14][C:13]([S:16]([O-:18])=[O:17])=[CH:12][CH:11]=2)=[CH:4][CH:3]=1.[Na+].Br[C:21]1[N:29]=[CH:28][CH:27]=[CH:26][C:22]=1[C:23]([OH:25])=[O:24]. The catalyst is CS(C)=O.C(OCC)(=O)C.O.[Cu](I)I. The product is [F:1][C:2]1[CH:3]=[CH:4][C:5](/[CH:8]=[CH:9]/[C:10]2[CH:15]=[CH:14][C:13]([S:16]([C:21]3[N:29]=[CH:28][CH:27]=[CH:26][C:22]=3[C:23]([OH:25])=[O:24])(=[O:18])=[O:17])=[CH:12][CH:11]=2)=[CH:6][CH:7]=1. The yield is 0.700. (3) The reactants are [Br:1][C:2]1[C:3]([C:10]([O:12][CH3:13])=[O:11])=[N:4][C:5]([Cl:9])=[CH:6][C:7]=1Cl.[CH3:14][NH:15][CH:16]1[CH2:21][CH2:20][O:19][CH2:18][CH2:17]1. The catalyst is CN(C=O)C. The product is [Br:1][C:2]1[C:3]([C:10]([O:12][CH3:13])=[O:11])=[N:4][C:5]([Cl:9])=[CH:6][C:7]=1[N:15]([CH3:14])[CH:16]1[CH2:21][CH2:20][O:19][CH2:18][CH2:17]1. The yield is 0.140. (4) The reactants are Cl[C:2]1[N:7]=[C:6]([N:8]2[CH2:13][CH2:12][O:11][CH2:10][CH2:9]2)[N:5]=[C:4]([N:14]2[C:18]3[CH:19]=[CH:20][CH:21]=[C:22]([O:23][CH3:24])[C:17]=3[N:16]=[C:15]2[CH:25]([F:27])[F:26])[N:3]=1.[NH2:28][C@H:29]1[CH2:34][CH2:33][C@H:32]([NH:35][C:36](=[O:42])[O:37][C:38]([CH3:41])([CH3:40])[CH3:39])[CH2:31][CH2:30]1. No catalyst specified. The product is [F:26][CH:25]([F:27])[C:15]1[N:14]([C:4]2[N:5]=[C:6]([N:8]3[CH2:13][CH2:12][O:11][CH2:10][CH2:9]3)[N:7]=[C:2]([NH:28][C@H:29]3[CH2:34][CH2:33][C@H:32]([NH:35][C:36](=[O:42])[O:37][C:38]([CH3:40])([CH3:39])[CH3:41])[CH2:31][CH2:30]3)[N:3]=2)[C:18]2[CH:19]=[CH:20][CH:21]=[C:22]([O:23][CH3:24])[C:17]=2[N:16]=1. The yield is 0.880. (5) The reactants are Cl[C:2](Cl)([O:4]C(=O)OC(Cl)(Cl)Cl)Cl.[F:13][C:14]([F:35])([F:34])[C:15]1[CH:16]=[C:17]([C:21]2[CH:22]=[CH:23][C:24]3[N:31]4[CH2:32][C@H:27]([CH2:28][CH2:29][CH2:30]4)[NH:26][C:25]=3[N:33]=2)[CH:18]=[CH:19][CH:20]=1.C(N(CC)C(C)C)(C)C.[NH2:45][C:46]1[CH:47]=[C:48]([C:52]2[N:53]=[N:54][N:55]([CH2:57][CH2:58][NH:59][C:60](=[O:66])[O:61][C:62]([CH3:65])([CH3:64])[CH3:63])[CH:56]=2)[CH:49]=[CH:50][CH:51]=1. The catalyst is ClCCl. The product is [F:35][C:14]([F:34])([F:13])[C:15]1[CH:16]=[C:17]([C:21]2[CH:22]=[CH:23][C:24]3[N:31]4[CH2:32][C@H:27]([CH2:28][CH2:29][CH2:30]4)[N:26]([C:2]([NH:45][C:46]4[CH:47]=[C:48]([C:52]5[N:53]=[N:54][N:55]([CH2:57][CH2:58][NH:59][C:60](=[O:66])[O:61][C:62]([CH3:63])([CH3:65])[CH3:64])[CH:56]=5)[CH:49]=[CH:50][CH:51]=4)=[O:4])[C:25]=3[N:33]=2)[CH:18]=[CH:19][CH:20]=1. The yield is 0.150. (6) The reactants are [CH3:1][N:2]1[C:10]2[C:5](=[CH:6][CH:7]=[CH:8][CH:9]=2)[C:4]([C:11]([OH:13])=O)=[CH:3]1.C(Cl)(=O)C(Cl)=O.[NH2:20][C:21]1[CH:26]=[CH:25][C:24]([CH2:27][C:28]([O:30][CH3:31])=[O:29])=[C:23]([F:32])[C:22]=1O.B(O)(O)O. The catalyst is CN(C=O)C.C(Cl)Cl. The product is [F:32][C:23]1[C:22]2[O:13][C:11]([C:4]3[C:5]4[C:10](=[CH:9][CH:8]=[CH:7][CH:6]=4)[N:2]([CH3:1])[CH:3]=3)=[N:20][C:21]=2[CH:26]=[CH:25][C:24]=1[CH2:27][C:28]([O:30][CH3:31])=[O:29]. The yield is 0.0400. (7) The reactants are Br[C:2]1[CH:7]=[CH:6][CH:5]=[C:4]([O:8][C:9]2[CH:14]=[CH:13][CH:12]=[CH:11][CH:10]=2)[N:3]=1.C(OCC)(=O)C.O.[CH3:22][N:23](C)C=O. The catalyst is [C-]#N.[Zn+2].[C-]#N.C1C=CC([P]([Pd]([P](C2C=CC=CC=2)(C2C=CC=CC=2)C2C=CC=CC=2)([P](C2C=CC=CC=2)(C2C=CC=CC=2)C2C=CC=CC=2)[P](C2C=CC=CC=2)(C2C=CC=CC=2)C2C=CC=CC=2)(C2C=CC=CC=2)C2C=CC=CC=2)=CC=1. The product is [O:8]([C:4]1[N:3]=[C:2]([C:22]#[N:23])[CH:7]=[CH:6][CH:5]=1)[C:9]1[CH:14]=[CH:13][CH:12]=[CH:11][CH:10]=1. The yield is 0.670. (8) The product is [Br:1][C:2]1[CH:7]=[C:6]([OH:8])[CH:5]=[C:4]([F:10])[CH:3]=1. The yield is 0.910. The catalyst is C(Cl)Cl. The reactants are [Br:1][C:2]1[CH:7]=[C:6]([O:8]C)[CH:5]=[C:4]([F:10])[CH:3]=1.B(Br)(Br)Br. (9) The reactants are [NH2:1][C@@H:2]([CH2:38][CH2:39][CH2:40][CH2:41][NH:42][C:43]([O:45][C:46]([CH3:49])([CH3:48])[CH3:47])=[O:44])[C:3]([N:5]([CH3:37])[C@H:6]1[C:23]2[CH:24]=[C:19]([C:20]([O:25][CH3:26])=[CH:21][CH:22]=2)[C:18]2=[CH:27][C:14](=[CH:15][CH:16]=[C:17]2[O:28][CH3:29])[CH2:13][C@@H:12]([C:30]([O:32][CH3:33])=[O:31])[NH:11][C:10](=[O:34])[C@H:9]([CH3:35])[NH:8][C:7]1=[O:36])=[O:4].C1C=CC2N(O)N=NC=2C=1.CCN(C(C)C)C(C)C.[CH2:69]([C:72]1[CH:77]=[CH:76][C:75]([C:78]2[CH:83]=[CH:82][C:81]([C:84]([NH:86][CH2:87][CH2:88][C:89](O)=[O:90])=[O:85])=[CH:80][CH:79]=2)=[CH:74][CH:73]=1)[CH2:70][CH3:71].CCN=C=NCCCN(C)C. The catalyst is CN(C=O)C.O. The product is [C:46]([O:45][C:43]([NH:42][CH2:41][CH2:40][CH2:39][CH2:38][C@H:2]([NH:1][C:89](=[O:90])[CH2:88][CH2:87][NH:86][C:84]([C:81]1[CH:82]=[CH:83][C:78]([C:75]2[CH:74]=[CH:73][C:72]([CH2:69][CH2:70][CH3:71])=[CH:77][CH:76]=2)=[CH:79][CH:80]=1)=[O:85])[C:3]([N:5]([CH3:37])[C@H:6]1[C:23]2[CH:24]=[C:19]([C:20]([O:25][CH3:26])=[CH:21][CH:22]=2)[C:18]2=[CH:27][C:14](=[CH:15][CH:16]=[C:17]2[O:28][CH3:29])[CH2:13][C@@H:12]([C:30]([O:32][CH3:33])=[O:31])[NH:11][C:10](=[O:34])[C@H:9]([CH3:35])[NH:8][C:7]1=[O:36])=[O:4])=[O:44])([CH3:48])([CH3:47])[CH3:49]. The yield is 0.760.